From a dataset of Catalyst prediction with 721,799 reactions and 888 catalyst types from USPTO. Predict which catalyst facilitates the given reaction. (1) Reactant: C(O)(C(F)(F)F)=O.[CH2:8]([O:15][C:16]([N:18]1[CH2:23][CH2:22][CH:21]([N:24]2[CH2:29][CH2:28][N:27](C(OC(C)(C)C)=O)[CH2:26][CH2:25]2)[CH2:20][CH2:19]1)=[O:17])[C:9]1[CH:14]=[CH:13][CH:12]=[CH:11][CH:10]=1. Product: [N:24]1([CH:21]2[CH2:22][CH2:23][N:18]([C:16]([O:15][CH2:8][C:9]3[CH:14]=[CH:13][CH:12]=[CH:11][CH:10]=3)=[O:17])[CH2:19][CH2:20]2)[CH2:25][CH2:26][NH:27][CH2:28][CH2:29]1. The catalyst class is: 2. (2) Reactant: [F:1][C:2]1[C:10]([O:11][C@@H:12]([C:14]2[O:15][CH:16]=[C:17]([C:19]3[CH:24]=[CH:23][C:22]([C:25]([F:28])([F:27])[F:26])=[CH:21][CH:20]=3)[N:18]=2)[CH3:13])=[CH:9][CH:8]=[C:7]([F:29])[C:3]=1[C:4]([NH2:6])=[O:5].[Br:30]Br. Product: [Br:30][C:16]1[O:15][C:14]([C@H:12]([O:11][C:10]2[C:2]([F:1])=[C:3]([C:7]([F:29])=[CH:8][CH:9]=2)[C:4]([NH2:6])=[O:5])[CH3:13])=[N:18][C:17]=1[C:19]1[CH:24]=[CH:23][C:22]([C:25]([F:26])([F:27])[F:28])=[CH:21][CH:20]=1. The catalyst class is: 34. (3) Reactant: [C:1]([O:5][C:6]([N:8]1[CH2:12][C@:11]([OH:19])([CH2:13]OS(C)(=O)=O)[CH2:10][C@H:9]1[C:20](=[O:31])[NH:21][CH2:22][C:23]1[CH:28]=[CH:27][CH:26]=[C:25]([Cl:29])[C:24]=1[F:30])=[O:7])([CH3:4])([CH3:3])[CH3:2].[NH:32]1[CH2:37][CH2:36][O:35][CH2:34][CH2:33]1. Product: [C:1]([O:5][C:6]([N:8]1[CH2:12][C@:11]([OH:19])([CH2:13][N:32]2[CH2:37][CH2:36][O:35][CH2:34][CH2:33]2)[CH2:10][C@H:9]1[C:20](=[O:31])[NH:21][CH2:22][C:23]1[CH:28]=[CH:27][CH:26]=[C:25]([Cl:29])[C:24]=1[F:30])=[O:7])([CH3:2])([CH3:3])[CH3:4]. The catalyst class is: 31.